Dataset: Peptide-MHC class II binding affinity with 134,281 pairs from IEDB. Task: Regression. Given a peptide amino acid sequence and an MHC pseudo amino acid sequence, predict their binding affinity value. This is MHC class II binding data. The peptide sequence is FKNQKKIRGILESLMCNESS. The MHC is DRB1_0302 with pseudo-sequence DRB1_0302. The binding affinity (normalized) is 0.0802.